From a dataset of Full USPTO retrosynthesis dataset with 1.9M reactions from patents (1976-2016). Predict the reactants needed to synthesize the given product. Given the product [CH2:15]([C:7]1[CH:8]=[C:9]([Cl:11])[CH:10]=[C:5]([C:1]([CH3:4])([CH3:2])[CH3:3])[C:6]=1[OH:12])[CH:14]=[CH2:13], predict the reactants needed to synthesize it. The reactants are: [C:1]([C:5]1[CH:10]=[C:9]([Cl:11])[CH:8]=[CH:7][C:6]=1[OH:12])([CH3:4])([CH3:3])[CH3:2].[CH2:13](Br)[CH:14]=[CH2:15].C(=O)([O-])[O-].[K+].[K+].C(OCC=C)C=C.